From a dataset of Catalyst prediction with 721,799 reactions and 888 catalyst types from USPTO. Predict which catalyst facilitates the given reaction. Reactant: [CH2:1]([O:8][C:9](=[O:18])[CH:10]([C:12]1[CH:17]=[CH:16][CH:15]=[CH:14][CH:13]=1)[CH3:11])[C:2]1[CH:7]=[CH:6][CH:5]=[CH:4][CH:3]=1.Br[CH2:20][CH:21]=[C:22]([CH3:24])[CH3:23].[I-].[Li+].C[Si](C)(C)[N-][Si](C)(C)C.[Li+]. Product: [CH3:11][C:10]([C:12]1[CH:17]=[CH:16][CH:15]=[CH:14][CH:13]=1)([CH2:20][CH:21]=[C:22]([CH3:24])[CH3:23])[C:9]([O:8][CH2:1][C:2]1[CH:3]=[CH:4][CH:5]=[CH:6][CH:7]=1)=[O:18]. The catalyst class is: 7.